Dataset: Forward reaction prediction with 1.9M reactions from USPTO patents (1976-2016). Task: Predict the product of the given reaction. Given the reactants [C:1]([Si:5]([CH3:24])([CH3:23])[O:6][C:7]1[CH:12]=[CH:11][C:10]([C:13](=[N:21][OH:22])[CH2:14][C:15]2[CH:20]=[CH:19][CH:18]=[CH:17][CH:16]=2)=[CH:9][CH:8]=1)([CH3:4])([CH3:3])[CH3:2].C[O:26][C:27]([C:29]1([CH3:32])[CH2:31][CH2:30]1)=O, predict the reaction product. The product is: [C:1]([Si:5]([CH3:24])([CH3:23])[O:6][C:7]1[CH:12]=[CH:11][C:10]([C:13]2[CH:14]([C:15]3[CH:16]=[CH:17][CH:18]=[CH:19][CH:20]=3)[C:27]([C:29]3([CH3:32])[CH2:31][CH2:30]3)([OH:26])[O:22][N:21]=2)=[CH:9][CH:8]=1)([CH3:2])([CH3:4])[CH3:3].